This data is from Forward reaction prediction with 1.9M reactions from USPTO patents (1976-2016). The task is: Predict the product of the given reaction. (1) Given the reactants [N:1]1[CH:6]=[CH:5][C:4](B(O)O)=[CH:3][CH:2]=1.FC(F)(F)S(O[C:16]1[C@@:20]2([CH3:38])[CH2:21][CH2:22][C@H:23]3[C@H:32]([C@@H:19]2[CH2:18][CH:17]=1)[CH2:31][CH:30]=[C:29]1[C@:24]3([CH3:37])[CH2:25][CH2:26][C:27](=[O:36])[N:28]1[CH:33]1[CH2:35][CH2:34]1)(=O)=O, predict the reaction product. The product is: [CH:33]1([N:28]2[C:29]3[C@@:24]([CH3:37])([C@H:23]4[CH2:22][CH2:21][C@@:20]5([CH3:38])[C@@H:19]([CH2:18][CH:17]=[C:16]5[C:4]5[CH:5]=[CH:6][N:1]=[CH:2][CH:3]=5)[C@@H:32]4[CH2:31][CH:30]=3)[CH2:25][CH2:26][C:27]2=[O:36])[CH2:35][CH2:34]1. (2) Given the reactants Br[C:2]1[N:3]=[CH:4][C:5]2[N:6]([C:8]([CH2:18][OH:19])=[C:9]([C:11]3[CH:16]=[CH:15][C:14]([Br:17])=[CH:13][CH:12]=3)[N:10]=2)[CH:7]=1.[NH3:20], predict the reaction product. The product is: [NH2:20][C:2]1[N:3]=[CH:4][C:5]2[N:6]([C:8]([CH2:18][OH:19])=[C:9]([C:11]3[CH:16]=[CH:15][C:14]([Br:17])=[CH:13][CH:12]=3)[N:10]=2)[CH:7]=1. (3) Given the reactants [CH3:1][N:2]([CH3:20])[C:3]1[CH:8]=[CH:7][C:6]([N:9]2[C:14](=[O:15])[CH:13]=[CH:12][C:11]([C:16]([O:18]C)=[O:17])=[CH:10]2)=[CH:5][CH:4]=1.[OH-].[Li+], predict the reaction product. The product is: [CH3:1][N:2]([CH3:20])[C:3]1[CH:8]=[CH:7][C:6]([N:9]2[C:14](=[O:15])[CH:13]=[CH:12][C:11]([C:16]([OH:18])=[O:17])=[CH:10]2)=[CH:5][CH:4]=1. (4) Given the reactants [NH2:1][C:2]1[S:3][CH:4]=[C:5]([CH3:10])[C:6]=1[C:7]([NH2:9])=[O:8].CCN(CC)CC.CN(C1C=CC=CN=1)C.[CH3:27][O:28][C:29]1[CH:37]=[CH:36][CH:35]=[CH:34][C:30]=1[C:31](Cl)=[O:32], predict the reaction product. The product is: [CH3:27][O:28][C:29]1[CH:37]=[CH:36][CH:35]=[CH:34][C:30]=1[C:31]([NH:1][C:2]1[S:3][CH:4]=[C:5]([CH3:10])[C:6]=1[C:7]([NH2:9])=[O:8])=[O:32]. (5) Given the reactants [NH2:1][C:2]1[CH:7]=[CH:6][C:5]([C@@H:8]2[CH2:10][C@H:9]2[C:11]([OH:13])=[O:12])=[CH:4][CH:3]=1.Cl[C:15]1[CH:20]=[CH:19][CH:18]=[CH:17][C:16]=1[C:21]1[O:27][C:24]([CH:25]=O)=[CH:23][CH:22]=1.C(O[BH-](OC(=O)C)OC(=O)C)(=O)C.[Na+].O.[Cl:43]C(Cl)C, predict the reaction product. The product is: [Cl:43][C:19]1[CH:18]=[CH:17][C:16]([C:21]2[O:27][C:24]([CH2:25][NH:1][C:2]3[CH:3]=[CH:4][C:5]([C@@H:8]4[CH2:10][C@H:9]4[C:11]([OH:13])=[O:12])=[CH:6][CH:7]=3)=[CH:23][CH:22]=2)=[CH:15][CH:20]=1. (6) Given the reactants [NH2:1][C@H:2]1[CH2:7][CH2:6][CH2:5][N:4]([CH2:8][C:9]2[C:30]([C:31]([F:34])([F:33])[F:32])=[CH:29][C:12]([C:13]([NH:15][CH2:16][C:17]3[CH:22]=[C:21]([Cl:23])[CH:20]=[CH:19][C:18]=3[S:24]([CH2:27][CH3:28])(=[O:26])=[O:25])=[O:14])=[CH:11][C:10]=2[Cl:35])[CH2:3]1.C(OC([NH:43][CH2:44][CH2:45][C:46](O)=[O:47])=O)(C)(C)C, predict the reaction product. The product is: [NH2:43][CH2:44][CH2:45][C:46]([NH:1][C@H:2]1[CH2:7][CH2:6][CH2:5][N:4]([CH2:8][C:9]2[C:30]([C:31]([F:34])([F:33])[F:32])=[CH:29][C:12]([C:13]([NH:15][CH2:16][C:17]3[CH:22]=[C:21]([Cl:23])[CH:20]=[CH:19][C:18]=3[S:24]([CH2:27][CH3:28])(=[O:26])=[O:25])=[O:14])=[CH:11][C:10]=2[Cl:35])[CH2:3]1)=[O:47].